Dataset: Forward reaction prediction with 1.9M reactions from USPTO patents (1976-2016). Task: Predict the product of the given reaction. (1) Given the reactants Cl.[O:2]1[CH:6]=[CH:5][CH:4]=[C:3]1[C:7]([NH:9][C:10]1([C:16]([NH:18][CH:19]2[CH2:24][CH2:23][NH:22][CH2:21][CH:20]2[OH:25])=[O:17])[CH2:15][CH2:14][CH2:13][CH2:12][CH2:11]1)=[O:8].F[C:27]1[CH:32]=[CH:31][C:30]([F:33])=[CH:29][C:28]=1[N+:34]([O-:36])=[O:35].C(N(CC)CC)C, predict the reaction product. The product is: [O:2]1[CH:6]=[CH:5][CH:4]=[C:3]1[C:7]([NH:9][C:10]1([C:16]([NH:18][CH:19]2[CH2:24][CH2:23][N:22]([C:27]3[CH:32]=[CH:31][C:30]([F:33])=[CH:29][C:28]=3[N+:34]([O-:36])=[O:35])[CH2:21][CH:20]2[OH:25])=[O:17])[CH2:15][CH2:14][CH2:13][CH2:12][CH2:11]1)=[O:8]. (2) Given the reactants [C:1](Cl)(=O)[C:2](Cl)=O.[CH3:7]S(C)=O.[CH3:11][O:12][C:13]1[CH:37]=[CH:36][C:16]([CH2:17][S:18][C:19]2[NH:23][CH:22]([CH2:24][CH2:25][C:26]3[CH:35]=CC=C4C=3C=CC=N4)[CH2:21][N:20]=2)=[CH:15][CH:14]=1.C([N:40]([CH2:43][CH3:44])[CH2:41][CH3:42])C, predict the reaction product. The product is: [CH3:11][O:12][C:13]1[CH:14]=[CH:15][C:16]([CH2:17][S:18][C:19]2[NH:23][C:22]([CH:24]([C:25]3[CH:26]=[CH:35][CH:42]=[C:41]4[C:1]=3[CH:2]=[CH:44][CH:43]=[N:40]4)[CH3:7])=[CH:21][N:20]=2)=[CH:36][CH:37]=1. (3) Given the reactants [CH3:1][N:2]1[CH:6]=[C:5]([C:7]2[C:15]3[C:14]([N:16]4[CH2:21][CH2:20][CH:19]([NH:22][C:23](=[O:30])[C:24]5[CH:29]=[CH:28][CH:27]=[CH:26][CH:25]=5)[CH2:18][CH2:17]4)=[N:13][CH:12]=[N:11][C:10]=3[N:9](S(C3C=CC=CC=3)(=O)=O)[CH:8]=2)[CH:4]=[N:3]1.C(=O)([O-])[O-].[Cs+].[Cs+].CCOC(C)=O.O, predict the reaction product. The product is: [CH3:1][N:2]1[CH:6]=[C:5]([C:7]2[C:15]3[C:10]([NH:11][CH:12]=[N:13][C:14]=3[N:16]3[CH2:21][CH2:20][CH:19]([NH:22][C:23](=[O:30])[C:24]4[CH:29]=[CH:28][CH:27]=[CH:26][CH:25]=4)[CH2:18][CH2:17]3)=[N:9][CH:8]=2)[CH:4]=[N:3]1. (4) Given the reactants [CH2:1]([O:5][C:6]1[N:14]=[C:13]2[C:9]([N:10]=[C:11]([O:22][CH3:23])[N:12]2[CH2:15][CH2:16][CH2:17][CH2:18][CH2:19][CH2:20]Cl)=[C:8]([NH2:24])[N:7]=1)[CH2:2][CH2:3][CH3:4].[NH:25]1[CH2:29][CH2:28][CH2:27][CH2:26]1, predict the reaction product. The product is: [CH2:1]([O:5][C:6]1[N:14]=[C:13]2[C:9]([N:10]=[C:11]([O:22][CH3:23])[N:12]2[CH2:15][CH2:16][CH2:17][CH2:18][CH2:19][CH2:20][N:25]2[CH2:29][CH2:28][CH2:27][CH2:26]2)=[C:8]([NH2:24])[N:7]=1)[CH2:2][CH2:3][CH3:4]. (5) Given the reactants [C:1]([O:5][C:6]([N:8]1[CH2:13][CH2:12][N:11]([C:14]2[N:19]=[C:18](Cl)[N:17]=[C:16]([N:21]([CH2:23][CH2:24][CH2:25][C:26]3[CH:31]=[CH:30][C:29]([Cl:32])=[CH:28][CH:27]=3)[CH3:22])[N:15]=2)[CH2:10][CH2:9]1)=[O:7])([CH3:4])([CH3:3])[CH3:2].[NH2:33][CH2:34][CH2:35][C:36]1[CH:41]=[CH:40][C:39]([OH:42])=[CH:38][CH:37]=1.CCOC(C)=O.CCOCC, predict the reaction product. The product is: [Cl:32][C:29]1[CH:28]=[CH:27][C:26]([CH2:25][CH2:24][CH2:23][N:21]([CH3:22])[C:16]2[N:17]=[C:18]([NH:33][CH2:34][CH2:35][C:36]3[CH:41]=[CH:40][C:39]([OH:42])=[CH:38][CH:37]=3)[N:19]=[C:14]([N:11]3[CH2:10][CH2:9][N:8]([C:6]([O:5][C:1]([CH3:3])([CH3:2])[CH3:4])=[O:7])[CH2:13][CH2:12]3)[N:15]=2)=[CH:31][CH:30]=1. (6) Given the reactants Br[CH2:2][C:3]([O:5][C:6]([CH3:9])([CH3:8])[CH3:7])=[O:4].[OH:10][C:11]1[CH:12]=[N:13][CH:14]=[CH:15][CH:16]=1.C([O-])([O-])=O.[K+].[K+], predict the reaction product. The product is: [C:6]([O:5][C:3](=[O:4])[CH2:2][O:10][C:11]1[CH:12]=[N:13][CH:14]=[CH:15][CH:16]=1)([CH3:9])([CH3:8])[CH3:7]. (7) Given the reactants C(OC1C=CC(N2CCN(CCCC3CCCCC3)CC2)=CC=1Cl)C1C=CC=CC=1.C([O:38][C:39]1[CH:44]=[CH:43][C:42]([N:45]2[CH2:50][CH2:49][N:48]([CH2:51][CH2:52][CH2:53][CH2:54][CH2:55][CH2:56][CH2:57][CH3:58])[CH2:47][CH2:46]2)=[CH:41][C:40]=1[F:59])C1C=CC=CC=1, predict the reaction product. The product is: [F:59][C:40]1[CH:41]=[C:42]([N:45]2[CH2:50][CH2:49][N:48]([CH2:51][CH2:52][CH2:53][CH2:54][CH2:55][CH2:56][CH2:57][CH3:58])[CH2:47][CH2:46]2)[CH:43]=[CH:44][C:39]=1[OH:38]. (8) The product is: [CH3:37][O:38][N:30]([CH3:32])[C:16]([CH2:15][C@@H:9]1[CH2:10][C:11]([F:13])([F:14])[CH2:12][N:8]1[C:6]([O:5][C:1]([CH3:2])([CH3:3])[CH3:4])=[O:7])=[O:18]. Given the reactants [C:1]([O:5][C:6]([N:8]1[CH2:12][C:11]([F:14])([F:13])[CH2:10][C@H:9]1[CH2:15][C:16]([OH:18])=O)=[O:7])([CH3:4])([CH3:3])[CH3:2].Cl.NO.CCN=C=NCCC[N:30]([CH3:32])C.Cl.CN1CC[O:38][CH2:37]C1, predict the reaction product. (9) Given the reactants [NH2:1][C:2]1[N:10]=[C:9](Cl)[CH:8]=[CH:7][C:3]=1[C:4]([OH:6])=[O:5].[NH:12]1[CH2:17][CH2:16][CH2:15][CH:14]([C:18]2[CH:23]=[CH:22][CH:21]=[CH:20][N:19]=2)[CH2:13]1.C(N(CC)CC)C, predict the reaction product. The product is: [NH2:1][C:2]1[N:10]=[C:9]([N:12]2[CH2:17][CH2:16][CH2:15][CH:14]([C:18]3[CH:23]=[CH:22][CH:21]=[CH:20][N:19]=3)[CH2:13]2)[CH:8]=[CH:7][C:3]=1[C:4]([OH:6])=[O:5]. (10) Given the reactants Cl[C:2]1[N:3]([C:13]2[CH:18]=[CH:17][CH:16]=[CH:15][CH:14]=2)[C:4]2[C:9]([C:10]=1[CH:11]=[O:12])=[CH:8][CH:7]=[CH:6][CH:5]=2.[CH3:19][CH:20]1[CH2:25][NH:24][CH2:23][CH:22]([CH3:26])[NH:21]1, predict the reaction product. The product is: [CH3:19][CH:20]1[NH:21][CH:22]([CH3:26])[CH2:23][N:24]([C:2]2[N:3]([C:13]3[CH:18]=[CH:17][CH:16]=[CH:15][CH:14]=3)[C:4]3[C:9]([C:10]=2[CH:11]=[O:12])=[CH:8][CH:7]=[CH:6][CH:5]=3)[CH2:25]1.